Dataset: M1 muscarinic receptor agonist screen with 61,833 compounds. Task: Binary Classification. Given a drug SMILES string, predict its activity (active/inactive) in a high-throughput screening assay against a specified biological target. The drug is O=C1N(C(\C(C1=O)=C(/O)c1ccc(OC)cc1)c1cc(OC)c(O)cc1)CCCOC. The result is 0 (inactive).